Dataset: NCI-60 drug combinations with 297,098 pairs across 59 cell lines. Task: Regression. Given two drug SMILES strings and cell line genomic features, predict the synergy score measuring deviation from expected non-interaction effect. (1) Cell line: NCI/ADR-RES. Synergy scores: CSS=-1.11, Synergy_ZIP=-0.703, Synergy_Bliss=-1.14, Synergy_Loewe=-2.25, Synergy_HSA=-1.70. Drug 1: CC1OCC2C(O1)C(C(C(O2)OC3C4COC(=O)C4C(C5=CC6=C(C=C35)OCO6)C7=CC(=C(C(=C7)OC)O)OC)O)O. Drug 2: C1=CN(C=N1)CC(O)(P(=O)(O)O)P(=O)(O)O. (2) Drug 1: C1=CC=C(C=C1)NC(=O)CCCCCCC(=O)NO. Drug 2: CN1C2=C(C=C(C=C2)N(CCCl)CCCl)N=C1CCCC(=O)O.Cl. Cell line: IGROV1. Synergy scores: CSS=11.3, Synergy_ZIP=-3.40, Synergy_Bliss=0.0927, Synergy_Loewe=-9.39, Synergy_HSA=0.279. (3) Synergy scores: CSS=-5.57, Synergy_ZIP=-1.21, Synergy_Bliss=-9.36, Synergy_Loewe=-8.89, Synergy_HSA=-9.95. Drug 2: C1CC(=O)NC(=O)C1N2CC3=C(C2=O)C=CC=C3N. Drug 1: CC1=C(C=C(C=C1)NC2=NC=CC(=N2)N(C)C3=CC4=NN(C(=C4C=C3)C)C)S(=O)(=O)N.Cl. Cell line: EKVX. (4) Drug 1: CC1CCC2CC(C(=CC=CC=CC(CC(C(=O)C(C(C(=CC(C(=O)CC(OC(=O)C3CCCCN3C(=O)C(=O)C1(O2)O)C(C)CC4CCC(C(C4)OC)O)C)C)O)OC)C)C)C)OC. Drug 2: CC(C)CN1C=NC2=C1C3=CC=CC=C3N=C2N. Cell line: HOP-92. Synergy scores: CSS=6.41, Synergy_ZIP=-0.653, Synergy_Bliss=0.585, Synergy_Loewe=-0.0207, Synergy_HSA=-0.346. (5) Drug 1: CC12CCC3C(C1CCC2=O)CC(=C)C4=CC(=O)C=CC34C. Drug 2: CCCS(=O)(=O)NC1=C(C(=C(C=C1)F)C(=O)C2=CNC3=C2C=C(C=N3)C4=CC=C(C=C4)Cl)F. Cell line: NCI-H522. Synergy scores: CSS=26.6, Synergy_ZIP=1.82, Synergy_Bliss=0.538, Synergy_Loewe=-0.348, Synergy_HSA=0.300. (6) Drug 1: CC1C(C(CC(O1)OC2CC(CC3=C2C(=C4C(=C3O)C(=O)C5=C(C4=O)C(=CC=C5)OC)O)(C(=O)C)O)N)O.Cl. Drug 2: CC1=C(C=C(C=C1)NC(=O)C2=CC=C(C=C2)CN3CCN(CC3)C)NC4=NC=CC(=N4)C5=CN=CC=C5. Cell line: SF-539. Synergy scores: CSS=8.14, Synergy_ZIP=-10.9, Synergy_Bliss=-4.88, Synergy_Loewe=-4.89, Synergy_HSA=-3.85. (7) Drug 1: CCC1=CC2CC(C3=C(CN(C2)C1)C4=CC=CC=C4N3)(C5=C(C=C6C(=C5)C78CCN9C7C(C=CC9)(C(C(C8N6C)(C(=O)OC)O)OC(=O)C)CC)OC)C(=O)OC.C(C(C(=O)O)O)(C(=O)O)O. Drug 2: C1=NC2=C(N1)C(=S)N=CN2. Cell line: MDA-MB-231. Synergy scores: CSS=34.5, Synergy_ZIP=-17.9, Synergy_Bliss=-19.3, Synergy_Loewe=-23.0, Synergy_HSA=-16.6.